This data is from Peptide-MHC class I binding affinity with 185,985 pairs from IEDB/IMGT. The task is: Regression. Given a peptide amino acid sequence and an MHC pseudo amino acid sequence, predict their binding affinity value. This is MHC class I binding data. The peptide sequence is LSYMIGMNY. The MHC is HLA-A03:01 with pseudo-sequence HLA-A03:01. The binding affinity (normalized) is 0.459.